The task is: Predict the product of the given reaction.. This data is from Forward reaction prediction with 1.9M reactions from USPTO patents (1976-2016). (1) Given the reactants [Br:1][C:2]1[CH:7]=[CH:6][CH:5]=[CH:4][C:3]=1I.C[Si](C)(C)[C:11]#[C:12][CH3:13].C(N(CC)CC)C.[F-].F[N+](F)(F)F.O1CCCC1, predict the reaction product. The product is: [Br:1][C:2]1[CH:7]=[CH:6][CH:5]=[CH:4][C:3]=1[C:11]#[C:12][CH3:13]. (2) Given the reactants [O:1]=[C:2]1[CH2:9][C:6]2([CH2:8][CH2:7]2)[NH:5][CH2:4][CH:3]1C(OCC)=O, predict the reaction product. The product is: [CH2:7]1[C:6]2([CH2:9][C:2](=[O:1])[CH2:3][CH2:4][NH:5]2)[CH2:8]1. (3) Given the reactants [SH:1][CH2:2][C:3]1[N:4]=[C:5]([CH3:13])[O:6][C:7]=1[C:8](OCC)=[O:9], predict the reaction product. The product is: [SH:1][CH2:2][C:3]1[N:4]=[C:5]([CH3:13])[O:6][C:7]=1[CH:8]=[O:9]. (4) Given the reactants FC(F)(F)C([N:5]([CH2:15][CH:16]1[CH2:21][CH2:20][N:19]([S:22]([CH3:25])(=[O:24])=[O:23])[CH2:18][CH2:17]1)[C@@H:6]1[CH2:8][C@H:7]1[C:9]1[CH:14]=[CH:13][CH:12]=[CH:11][CH:10]=1)=O.[OH-].[K+], predict the reaction product. The product is: [CH3:25][S:22]([N:19]1[CH2:20][CH2:21][CH:16]([CH2:15][NH:5][C@@H:6]2[CH2:8][C@H:7]2[C:9]2[CH:14]=[CH:13][CH:12]=[CH:11][CH:10]=2)[CH2:17][CH2:18]1)(=[O:24])=[O:23]. (5) Given the reactants [C:1]([C:4]1[CH:9]=[CH:8][N:7]=[CH:6][CH:5]=1)(=[O:3])[CH3:2].[C:10]([O:14][C:15]([N:17]1[CH2:22][CH2:21][CH:20]([O:23][CH2:24][C:25](O)=[O:26])[CH2:19][CH2:18]1)=[O:16])([CH3:13])([CH3:12])[CH3:11], predict the reaction product. The product is: [C:10]([O:14][C:15]([N:17]1[CH2:18][CH2:19][CH:20]([O:23][CH2:24][C:25](=[O:26])[CH2:2][C:1](=[O:3])[C:4]2[CH:9]=[CH:8][N:7]=[CH:6][CH:5]=2)[CH2:21][CH2:22]1)=[O:16])([CH3:13])([CH3:12])[CH3:11]. (6) Given the reactants [NH:1]1[CH2:7][CH2:6][CH:5]([NH:8][C:9](=[O:15])[O:10][C:11]([CH3:14])([CH3:13])[CH3:12])[CH2:4][C:3]2[CH:16]=[CH:17][CH:18]=[CH:19][C:2]1=2.[C:20]1([S:26](Cl)(=[O:28])=[O:27])[CH:25]=[CH:24][CH:23]=[CH:22][CH:21]=1, predict the reaction product. The product is: [C:20]1([S:26]([N:1]2[CH2:7][CH2:6][CH:5]([NH:8][C:9](=[O:15])[O:10][C:11]([CH3:13])([CH3:14])[CH3:12])[CH2:4][C:3]3[CH:16]=[CH:17][CH:18]=[CH:19][C:2]2=3)(=[O:28])=[O:27])[CH:25]=[CH:24][CH:23]=[CH:22][CH:21]=1. (7) Given the reactants [CH:1]([N:14]1[CH2:17][CH:16]([OH:18])[CH2:15]1)([C:8]1[CH:13]=[CH:12][CH:11]=[CH:10][CH:9]=1)[C:2]1[CH:7]=[CH:6][CH:5]=[CH:4][CH:3]=1.C(N(CC)CC)C.[CH3:26][S:27](Cl)(=[O:29])=[O:28].O, predict the reaction product. The product is: [CH3:26][S:27]([O:18][CH:16]1[CH2:17][N:14]([CH:1]([C:8]2[CH:13]=[CH:12][CH:11]=[CH:10][CH:9]=2)[C:2]2[CH:3]=[CH:4][CH:5]=[CH:6][CH:7]=2)[CH2:15]1)(=[O:29])=[O:28].